From a dataset of Full USPTO retrosynthesis dataset with 1.9M reactions from patents (1976-2016). Predict the reactants needed to synthesize the given product. (1) The reactants are: [CH3:1][C:2]1[N:3]([C:7]2[CH:12]=[CH:11][C:10]([NH:13][C:14]3[N:15]=[C:16]([CH:31]([C:33]4[CH:38]=[CH:37][CH:36]=[CH:35][CH:34]=4)[CH3:32])[C:17]4[CH2:23][N:22](C(OC(C)(C)C)=O)[CH2:21][CH2:20][C:18]=4[N:19]=3)=[CH:9][CH:8]=2)[CH:4]=[CH:5][N:6]=1.Cl. Given the product [CH3:1][C:2]1[N:3]([C:7]2[CH:8]=[CH:9][C:10]([NH:13][C:14]3[N:15]=[C:16]([CH:31]([C:33]4[CH:38]=[CH:37][CH:36]=[CH:35][CH:34]=4)[CH3:32])[C:17]4[CH2:23][NH:22][CH2:21][CH2:20][C:18]=4[N:19]=3)=[CH:11][CH:12]=2)[CH:4]=[CH:5][N:6]=1, predict the reactants needed to synthesize it. (2) Given the product [CH2:45]([S:47]([C:50]1[CH:51]=[C:52]2[C:56](=[CH:57][CH:58]=1)[NH:55][C:54](=[O:59])/[C:53]/2=[CH:22]\[C:14]1[NH:15][C:16]2[CH2:17][CH2:18][CH2:19][CH2:20][C:21]=2[C:13]=1[CH2:12][CH2:11][CH2:10][N:7]1[CH2:6][CH2:5][N:4]([CH2:3][CH2:2][OH:1])[CH2:9][CH2:8]1)(=[O:48])=[O:49])[CH3:46], predict the reactants needed to synthesize it. The reactants are: [OH:1][CH2:2][CH2:3][N:4]1[CH2:9][CH2:8][N:7]([CH2:10][CH2:11][CH2:12][C:13]2[C:21]3[CH2:20][CH2:19][CH2:18][CH2:17][C:16]=3[NH:15][C:14]=2[CH:22]=O)[CH2:6][CH2:5]1.OC1CCN(CCCC2C3CCCCC=3NC=2C=O)CC1.[CH2:45]([S:47]([C:50]1[CH:51]=[C:52]2[C:56](=[CH:57][CH:58]=1)[NH:55][C:54](=[O:59])[CH2:53]2)(=[O:49])=[O:48])[CH3:46]. (3) Given the product [C:22]1([NH:28][C:29]([NH:1][C:2]2[CH:21]=[CH:20][C:5]([O:6][C:7]3[CH:8]=[C:9]([NH:13][C:14]4[CH:19]=[CH:18][CH:17]=[CH:16][CH:15]=4)[N:10]=[CH:11][N:12]=3)=[CH:4][CH:3]=2)=[O:30])[CH:27]=[CH:26][CH:25]=[CH:24][CH:23]=1, predict the reactants needed to synthesize it. The reactants are: [NH2:1][C:2]1[CH:21]=[CH:20][C:5]([O:6][C:7]2[N:12]=[CH:11][N:10]=[C:9]([NH:13][C:14]3[CH:19]=[CH:18][CH:17]=[CH:16][CH:15]=3)[CH:8]=2)=[CH:4][CH:3]=1.[C:22]1([N:28]=[C:29]=[O:30])[CH:27]=[CH:26][CH:25]=[CH:24][CH:23]=1.O. (4) Given the product [CH2:51]([O:50][C:48]([NH:31][CH2:30][C:10]1[CH:11]=[C:12]([O:15][CH2:16][CH2:17][C:18]2[N:19]=[C:20]([C:24]3[CH:29]=[CH:28][CH:27]=[CH:26][CH:25]=3)[O:21][C:22]=2[CH3:23])[CH:13]=[CH:14][C:9]=1[O:8][C:5]([CH3:7])([CH3:6])[C:4]([OH:32])=[O:3])=[O:49])[CH3:52], predict the reactants needed to synthesize it. The reactants are: C([O:3][C:4](=[O:32])[C:5]([O:8][C:9]1[CH:14]=[CH:13][C:12]([O:15][CH2:16][CH2:17][C:18]2[N:19]=[C:20]([C:24]3[CH:29]=[CH:28][CH:27]=[CH:26][CH:25]=3)[O:21][C:22]=2[CH3:23])=[CH:11][C:10]=1[CH2:30][NH2:31])([CH3:7])[CH3:6])C.FC(F)(F)C(O)=O.C(N(CC)CC)C.Cl[C:48]([O:50][CH2:51][CH3:52])=[O:49].CNCCNC. (5) The reactants are: [C:1]([C:5]1[CH:9]=[C:8]([NH:10][C:11]([NH:13][C:14]2[C:23]3[C:18](=[CH:19][CH:20]=[CH:21][CH:22]=3)[C:17]([O:24][C:25]3[CH:30]=[CH:29][N:28]=[C:27](Cl)[N:26]=3)=[CH:16][CH:15]=2)=[O:12])[N:7]([C:32]2[CH:37]=[CH:36][C:35]([CH3:38])=[CH:34][CH:33]=2)[N:6]=1)([CH3:4])([CH3:3])[CH3:2].[CH3:39][N:40]([CH3:59])[CH2:41][CH2:42][O:43][CH2:44][CH2:45][O:46][CH2:47][CH2:48][O:49][C:50]1[CH:51]=[C:52]([CH:54]=[C:55]([O:57][CH3:58])[CH:56]=1)[NH2:53].C([O-])(O)=O.[Na+]. Given the product [C:1]([C:5]1[CH:9]=[C:8]([NH:10][C:11]([NH:13][C:14]2[C:23]3[C:18](=[CH:19][CH:20]=[CH:21][CH:22]=3)[C:17]([O:24][C:25]3[CH:30]=[CH:29][N:28]=[C:27]([NH:53][C:52]4[CH:54]=[C:55]([O:57][CH3:58])[CH:56]=[C:50]([O:49][CH2:48][CH2:47][O:46][CH2:45][CH2:44][O:43][CH2:42][CH2:41][N:40]([CH3:39])[CH3:59])[CH:51]=4)[N:26]=3)=[CH:16][CH:15]=2)=[O:12])[N:7]([C:32]2[CH:37]=[CH:36][C:35]([CH3:38])=[CH:34][CH:33]=2)[N:6]=1)([CH3:4])([CH3:3])[CH3:2], predict the reactants needed to synthesize it. (6) Given the product [Cl:6][C:7]1[C:12]([C:13]2[CH:18]=[CH:17][C:16]([S:2]([Cl:1])(=[O:5])=[O:3])=[CH:15][CH:14]=2)=[C:11]([C:19]2[CH:20]=[CH:21][C:22]([S:25]([CH3:28])(=[O:27])=[O:26])=[CH:23][CH:24]=2)[N:10]=[C:9]([C:29]([F:32])([F:30])[F:31])[N:8]=1, predict the reactants needed to synthesize it. The reactants are: [Cl:1][S:2]([OH:5])(=O)=[O:3].[Cl:6][C:7]1[C:12]([C:13]2[CH:18]=[CH:17][CH:16]=[CH:15][CH:14]=2)=[C:11]([C:19]2[CH:24]=[CH:23][C:22]([S:25]([CH3:28])(=[O:27])=[O:26])=[CH:21][CH:20]=2)[N:10]=[C:9]([C:29]([F:32])([F:31])[F:30])[N:8]=1. (7) Given the product [Br:8][C:9]1[C:18]2[C:13](=[CH:14][C:15]([CH2:19][O:5][CH2:4][CH:1]3[CH2:3][CH2:2]3)=[CH:16][CH:17]=2)[C:12](=[O:21])[N:11]([CH:22]([CH3:24])[CH3:23])[N:10]=1, predict the reactants needed to synthesize it. The reactants are: [CH:1]1([CH2:4][OH:5])[CH2:3][CH2:2]1.[H-].[Na+].[Br:8][C:9]1[C:18]2[C:13](=[CH:14][C:15]([CH2:19]Br)=[CH:16][CH:17]=2)[C:12](=[O:21])[N:11]([CH:22]([CH3:24])[CH3:23])[N:10]=1. (8) Given the product [Cl:1][C:2]1[CH:9]=[C:8]([N:10]2[C@H:14]([CH2:15][CH:16]([CH3:17])[CH3:18])[C@H:13]([OH:19])[C:12]([CH3:20])([CH3:21])[C:11]2=[O:22])[CH:7]=[CH:6][C:3]=1[C:4]#[N:5], predict the reactants needed to synthesize it. The reactants are: [Cl:1][C:2]1[CH:9]=[C:8]([N:10]2[CH:14]([CH2:15][CH:16]([CH3:18])[CH3:17])[C:13](=[O:19])[C:12]([CH3:21])([CH3:20])[C:11]2=[O:22])[CH:7]=[CH:6][C:3]=1[C:4]#[N:5].C([BH-](C(CC)C)C(CC)C)(CC)C.[Li+].C1COCC1. (9) Given the product [C:28]([O:32][C:33](=[O:39])[NH:34][CH2:35][CH2:36][CH2:37][NH:38][C:10]([C:9]1[C:8]([O:7][C:6]2[CH:5]=[CH:4][C:3]([C:1]#[N:2])=[CH:27][CH:26]=2)=[N:16][C:15]([O:17][C:18]2[CH:23]=[CH:22][C:21]([C:24]#[N:25])=[CH:20][CH:19]=2)=[CH:14][CH:13]=1)=[O:11])([CH3:31])([CH3:29])[CH3:30], predict the reactants needed to synthesize it. The reactants are: [C:1]([C:3]1[CH:27]=[CH:26][C:6]([O:7][C:8]2[N:16]=[C:15]([O:17][C:18]3[CH:23]=[CH:22][C:21]([C:24]#[N:25])=[CH:20][CH:19]=3)[CH:14]=[CH:13][C:9]=2[C:10](O)=[O:11])=[CH:5][CH:4]=1)#[N:2].[C:28]([O:32][C:33](=[O:39])[NH:34][CH2:35][CH2:36][CH2:37][NH2:38])([CH3:31])([CH3:30])[CH3:29]. (10) Given the product [O:13]=[C:10]1[CH2:9][CH2:8][NH:7][C:6]2[N:14]=[CH:15][C:3](/[CH:18]=[CH:17]/[C:16]([O:20][C:21]([CH3:24])([CH3:23])[CH3:22])=[O:19])=[CH:4][C:5]=2[CH2:12][NH:11]1, predict the reactants needed to synthesize it. The reactants are: Br.Br[C:3]1[CH:15]=[N:14][C:6]2[NH:7][CH2:8][CH2:9][C:10](=[O:13])[NH:11][CH2:12][C:5]=2[CH:4]=1.[C:16]([O:20][C:21]([CH3:24])([CH3:23])[CH3:22])(=[O:19])[CH:17]=[CH2:18].C(N(C(C)C)C(C)C)C.CC1C=CC=CC=1P(C1C=CC=CC=1C)C1C=CC=CC=1C.C.